Dataset: Forward reaction prediction with 1.9M reactions from USPTO patents (1976-2016). Task: Predict the product of the given reaction. (1) Given the reactants C(OC1C=CC2C(=CC=CC=2)C=1C=NO)C1OC1.[CH2:19]([O:21][C:22]([CH2:24][CH2:25][CH2:26][CH2:27][CH2:28][O:29][C:30]1[CH:39]=[CH:38][C:37]2[C:32](=[CH:33][CH:34]=[CH:35][CH:36]=2)[C:31]=1[CH:40]=[N:41][OH:42])=[O:23])[CH3:20].ClN1C(=O)CCC1=O.C(N(CC)CC)C, predict the reaction product. The product is: [CH2:19]([O:21][C:22]([CH2:24][CH2:25][CH2:26][CH2:27][CH2:28][O:29][C:30]1[CH:39]=[CH:38][C:37]2[C:32](=[CH:33][CH:34]=[CH:35][CH:36]=2)[C:31]=1[C:40]#[N+:41][O-:42])=[O:23])[CH3:20]. (2) Given the reactants [F:1][C:2]1[CH:10]=[CH:9][C:8]([C:11]([F:14])([F:13])[F:12])=[CH:7][C:3]=1[C:4](Cl)=[O:5].CCN(CC)CC.[CH3:22][CH2:23][OH:24], predict the reaction product. The product is: [F:1][C:2]1[CH:10]=[CH:9][C:8]([C:11]([F:14])([F:13])[F:12])=[CH:7][C:3]=1[C:4]([O:24][CH2:23][CH3:22])=[O:5]. (3) Given the reactants [OH:1][CH2:2][C@H:3]1[CH2:7][CH2:6][CH2:5][C@@H:4]1[NH:8][C:9](=[O:15])[O:10][C:11]([CH3:14])([CH3:13])[CH3:12].CC(OI1(OC(C)=O)(OC(C)=O)OC(=O)C2C=CC=CC1=2)=O, predict the reaction product. The product is: [CH:2]([C@H:3]1[CH2:7][CH2:6][CH2:5][C@@H:4]1[NH:8][C:9](=[O:15])[O:10][C:11]([CH3:13])([CH3:12])[CH3:14])=[O:1]. (4) Given the reactants [F:1][C:2]1[CH:7]=[CH:6][C:5]([C:8]2[O:9][C:10]3[CH:20]=[C:19]([N:21]([CH3:26])[S:22]([CH3:25])(=[O:24])=[O:23])[C:18]([C:27]4[CH:32]=[CH:31][CH:30]=[C:29](I)[CH:28]=4)=[CH:17][C:11]=3[C:12]=2[C:13]([NH:15][CH3:16])=[O:14])=[CH:4][CH:3]=1.[B:34]1([B:34]2[O:38][C:37]([CH3:40])([CH3:39])[C:36]([CH3:42])([CH3:41])[O:35]2)[O:38][C:37]([CH3:40])([CH3:39])[C:36]([CH3:42])([CH3:41])[O:35]1.CC([O-])=O.[K+], predict the reaction product. The product is: [F:1][C:2]1[CH:7]=[CH:6][C:5]([C:8]2[O:9][C:10]3[CH:20]=[C:19]([N:21]([CH3:26])[S:22]([CH3:25])(=[O:24])=[O:23])[C:18]([C:27]4[CH:32]=[CH:31][CH:30]=[C:29]([B:34]5[O:38][C:37]([CH3:40])([CH3:39])[C:36]([CH3:42])([CH3:41])[O:35]5)[CH:28]=4)=[CH:17][C:11]=3[C:12]=2[C:13]([NH:15][CH3:16])=[O:14])=[CH:4][CH:3]=1. (5) Given the reactants [CH:1]1C=CC(P(C2C=CC=CC=2)C2C=CC=CC=2)=CC=1.[N:20]([CH2:23][CH2:24][C@@H:25]([NH:33][C:34]([N:36]1[CH2:45][CH2:44][C:43]2[CH:42]=[N:41][C:40]([NH:46][CH:47]([CH3:49])[CH3:48])=[N:39][C:38]=2[CH2:37]1)=[O:35])[C:26]1[CH:31]=[CH:30][C:29]([Cl:32])=[CH:28][CH:27]=1)=[N+]=[N-].CI.[OH-].[K+], predict the reaction product. The product is: [Cl:32][C:29]1[CH:30]=[CH:31][C:26]([C@H:25]([NH:33][C:34]([N:36]2[CH2:45][CH2:44][C:43]3[CH:42]=[N:41][C:40]([NH:46][CH:47]([CH3:49])[CH3:48])=[N:39][C:38]=3[CH2:37]2)=[O:35])[CH2:24][CH2:23][NH:20][CH3:1])=[CH:27][CH:28]=1. (6) Given the reactants [N+:1]([C:4]1[CH:5]=[C:6]2[C:11](=[CH:12][C:13]=1[O:14][CH2:15][CH2:16][CH2:17][N:18]1[CH2:23][CH2:22][O:21][CH2:20][CH2:19]1)[N:10]=[CH:9][N:8]=[C:7]2[NH:24][C:25]1[CH:30]=[CH:29][CH:28]=[CH:27][CH:26]=1)([O-])=O.O.NN, predict the reaction product. The product is: [NH2:1][C:4]1[CH:5]=[C:6]2[C:11](=[CH:12][C:13]=1[O:14][CH2:15][CH2:16][CH2:17][N:18]1[CH2:23][CH2:22][O:21][CH2:20][CH2:19]1)[N:10]=[CH:9][N:8]=[C:7]2[NH:24][C:25]1[CH:30]=[CH:29][CH:28]=[CH:27][CH:26]=1. (7) Given the reactants Br[C:2]1[CH:3]=[CH:4][C:5]2[O:11][CH2:10][CH2:9][N:8]3[CH:12]=[C:13]([C:15]([NH2:17])=[O:16])[N:14]=[C:7]3[C:6]=2[CH:18]=1.[CH3:19][C:20]1[O:24][N:23]=[C:22]([C@:25]([OH:29])([C:27]#[CH:28])[CH3:26])[CH:21]=1, predict the reaction product. The product is: [OH:29][C@:25]([C:22]1[CH:21]=[C:20]([CH3:19])[O:24][N:23]=1)([CH3:26])[C:27]#[C:28][C:2]1[CH:3]=[CH:4][C:5]2[O:11][CH2:10][CH2:9][N:8]3[CH:12]=[C:13]([C:15]([NH2:17])=[O:16])[N:14]=[C:7]3[C:6]=2[CH:18]=1.